This data is from Catalyst prediction with 721,799 reactions and 888 catalyst types from USPTO. The task is: Predict which catalyst facilitates the given reaction. (1) Reactant: [CH3:1][C:2]1[CH:3]=[C:4]([CH:7]=[C:8]([CH3:11])[C:9]=1[OH:10])[CH:5]=O.[C:12]([CH2:14][C:15]#[N:16])#[N:13].N1CCCCC1. Product: [CH3:1][C:2]1[CH:3]=[C:4]([CH:7]=[C:8]([CH3:11])[C:9]=1[OH:10])[CH:5]=[C:14]([C:15]#[N:16])[C:12]#[N:13]. The catalyst class is: 8. (2) Reactant: [OH:1][C:2]([C:4]1[CH:5]=[CH:6][C:7]([NH:10][C:11](=[O:36])[C:12]2[CH:17]=[C:16]([CH2:18][C:19]3[C:20](=[O:31])[C:21]([O:29][CH3:30])=[C:22]([O:27][CH3:28])[C:23](=[O:26])[C:24]=3[CH3:25])[CH:15]=[CH:14][C:13]=2[O:32]C(=O)C)=[N:8][CH:9]=1)=[O:3].C(=O)([O-])O.[Na+]. Product: [OH:3][C:2]([C:4]1[CH:5]=[CH:6][C:7]([NH:10][C:11](=[O:36])[C:12]2[CH:17]=[C:16]([CH2:18][C:19]3[C:20](=[O:31])[C:21]([O:29][CH3:30])=[C:22]([O:27][CH3:28])[C:23](=[O:26])[C:24]=3[CH3:25])[CH:15]=[CH:14][C:13]=2[OH:32])=[N:8][CH:9]=1)=[O:1]. The catalyst class is: 240. (3) Reactant: [CH3:1][C:2]1[CH:42]=[C:41]([CH3:43])[CH:40]=[CH:39][C:3]=1[C:4]([O:6][CH2:7][C:8]1[CH:13]=[CH:12][C:11]([CH:14]([CH2:30][NH:31]C(OC(C)(C)C)=O)[C:15]([NH:17][C:18]2[CH:19]=[C:20]3[C:25](=[CH:26][CH:27]=2)[C:24]([O:28][CH3:29])=[N:23][CH:22]=[CH:21]3)=[O:16])=[CH:10][CH:9]=1)=[O:5].Cl. Product: [CH3:1][C:2]1[CH:42]=[C:41]([CH3:43])[CH:40]=[CH:39][C:3]=1[C:4]([O:6][CH2:7][C:8]1[CH:9]=[CH:10][C:11]([CH:14]([CH2:30][NH2:31])[C:15]([NH:17][C:18]2[CH:19]=[C:20]3[C:25](=[CH:26][CH:27]=2)[C:24]([O:28][CH3:29])=[N:23][CH:22]=[CH:21]3)=[O:16])=[CH:12][CH:13]=1)=[O:5]. The catalyst class is: 135. (4) Reactant: [CH3:1][C:2]1[CH:3]=[N:4][NH:5][C:6]=1[C:7]1[CH:12]=[CH:11][C:10]([NH:13][C:14]2[C:22]3[C:17](=[CH:18][N:19]=[CH:20][CH:21]=3)[S:16][C:15]=2[C:23]([N:25]=[N+]=[N-])=[O:24])=[CH:9][CH:8]=1.[CH3:28][N:29]([CH3:33])[CH2:30][CH2:31]N. Product: [CH3:28][N:29]([CH3:33])[CH2:30][CH2:31][NH:25][C:23]([C:15]1[S:16][C:17]2=[CH:18][N:19]=[CH:20][CH:21]=[C:22]2[C:14]=1[NH:13][C:10]1[CH:11]=[CH:12][C:7]([C:6]2[NH:5][N:4]=[CH:3][C:2]=2[CH3:1])=[CH:8][CH:9]=1)=[O:24]. The catalyst class is: 2. (5) The catalyst class is: 14. Product: [CH2:18]([N:25]1[C:5]([C:7]2[O:8][CH:9]=[CH:10][CH:11]=2)=[CH:4][C:3]([C:2]([F:14])([F:13])[F:1])=[N:26]1)[C:19]1[CH:24]=[CH:23][CH:22]=[CH:21][CH:20]=1. Reactant: [F:1][C:2]([F:14])([F:13])[C:3](=O)[CH2:4][C:5]([C:7]1[O:8][CH:9]=[CH:10][CH:11]=1)=O.Cl.Cl.Cl.[CH2:18]([NH:25][NH2:26])[C:19]1[CH:24]=[CH:23][CH:22]=[CH:21][CH:20]=1.C([O-])(O)=O.[Na+]. (6) Reactant: O.O.Cl.[OH:4][C:5]1[NH:9][CH:8]=[N:7][C:6]=1[C:10]([NH2:12])=[O:11].C([O-])(=O)C.[Na+]. Product: [OH:4][C:5]1[NH:9][CH:8]=[N:7][C:6]=1[C:10]([NH2:12])=[O:11]. The catalyst class is: 33.